This data is from Peptide-MHC class I binding affinity with 185,985 pairs from IEDB/IMGT. The task is: Regression. Given a peptide amino acid sequence and an MHC pseudo amino acid sequence, predict their binding affinity value. This is MHC class I binding data. (1) The binding affinity (normalized) is 0.0847. The peptide sequence is RVRIERGPR. The MHC is HLA-B35:01 with pseudo-sequence HLA-B35:01. (2) The peptide sequence is AVNAATYNR. The MHC is HLA-A30:01 with pseudo-sequence HLA-A30:01. The binding affinity (normalized) is 0.714. (3) The peptide sequence is AIIDYIAYM. The MHC is HLA-A03:01 with pseudo-sequence HLA-A03:01. The binding affinity (normalized) is 0.0847. (4) The peptide sequence is CLKNEGVSGL. The MHC is HLA-A02:06 with pseudo-sequence HLA-A02:06. The binding affinity (normalized) is 0.117. (5) The peptide sequence is HAIVINPFV. The binding affinity (normalized) is 0.501. The MHC is HLA-A30:01 with pseudo-sequence HLA-A30:01. (6) The peptide sequence is HPALVFDITK. The MHC is HLA-B40:01 with pseudo-sequence HLA-B40:01. The binding affinity (normalized) is 0. (7) The peptide sequence is LLRVHTEHV. The MHC is HLA-A02:01 with pseudo-sequence HLA-A02:01. The binding affinity (normalized) is 0.522. (8) The peptide sequence is FIMLEGETK. The MHC is HLA-A33:01 with pseudo-sequence HLA-A33:01. The binding affinity (normalized) is 0.224. (9) The peptide sequence is GLNKIVRMY. The MHC is HLA-B18:01 with pseudo-sequence HLA-B18:01. The binding affinity (normalized) is 0.